Dataset: Reaction yield outcomes from USPTO patents with 853,638 reactions. Task: Predict the reaction yield, written as a fraction of the theoretical maximum amount of product (1.0 means a 100% yield; for example, 0.34 means a 34% yield). (1) The reactants are [H-].[H-].[H-].[H-].[Li+].[Al+3].[CH:7]1([CH2:12][N:13]([CH2:26][CH3:27])[C:14]2[C:23]([C:24]#[N:25])=[CH:22][C:21]3[CH2:20][CH2:19][CH2:18][CH2:17][C:16]=3[N:15]=2)[CH2:11][CH2:10][CH2:9][CH2:8]1. The catalyst is C1COCC1. The product is [NH2:25][CH2:24][C:23]1[C:14]([N:13]([CH2:12][CH:7]2[CH2:11][CH2:10][CH2:9][CH2:8]2)[CH2:26][CH3:27])=[N:15][C:16]2[CH2:17][CH2:18][CH2:19][CH2:20][C:21]=2[CH:22]=1. The yield is 0.650. (2) The reactants are C(O)(C(F)(F)F)=O.[NH2:8][C@H:9]1[C:20](=[O:21])[O:19][CH2:18][C@@H:17]([C:22]2[CH:27]=[CH:26][CH:25]=[CH:24][CH:23]=2)[NH:16][C:15](=[O:28])[CH2:14][CH2:13][CH:12]=[CH:11][CH2:10]1.C(N(CC)CC)C.[CH3:36][S:37](Cl)(=[O:39])=[O:38]. The catalyst is CN(C=O)C.CCOC(C)=O. The product is [O:28]=[C:15]1[CH2:14][CH2:13][CH:12]=[CH:11][CH2:10][C@@H:9]([NH:8][S:37]([CH3:36])(=[O:39])=[O:38])[C:20](=[O:21])[O:19][CH2:18][C@@H:17]([C:22]2[CH:27]=[CH:26][CH:25]=[CH:24][CH:23]=2)[NH:16]1. The yield is 0.560. (3) The reactants are C([O:8][C:9]1[C:10]([C:19]([NH:21][CH2:22][C:23]2[CH:28]=[CH:27][C:26]([F:29])=[CH:25][CH:24]=2)=[O:20])=[CH:11][CH:12]=[C:13]2[C:18]=1N=CC=C2)C1C=CC=CC=1.Cl.CC(O)=[O:33]. No catalyst specified. The product is [F:29][C:26]1[CH:27]=[CH:28][C:23]([CH2:22][NH:21][C:19](=[O:20])[C:10]2[CH:11]=[CH:12][CH:13]=[C:18]([OH:33])[C:9]=2[OH:8])=[CH:24][CH:25]=1. The yield is 0.850. (4) The reactants are [Cl:1][C:2]1[N:7]=[C:6]2[NH:8][CH:9]=[CH:10][C:5]2=[CH:4][CH:3]=1.[OH-].[Na+].[S:13](Cl)([C:16]1[CH:22]=[CH:21][C:19]([CH3:20])=[CH:18][CH:17]=1)(=[O:15])=[O:14]. The catalyst is C(Cl)Cl.S([O-])(O)(=O)=O.C([N+](CCCC)(CCCC)CCCC)CCC. The product is [Cl:1][C:2]1[N:7]=[C:6]2[N:8]([S:13]([C:16]3[CH:22]=[CH:21][C:19]([CH3:20])=[CH:18][CH:17]=3)(=[O:15])=[O:14])[CH:9]=[CH:10][C:5]2=[CH:4][CH:3]=1. The yield is 0.930. (5) The reactants are [CH2:1]([O:8][N:9]1[C:15](=[O:16])[N:14]2[CH2:17][C@H:10]1[CH2:11][CH2:12][C@H:13]2[C:18]([OH:20])=O)[C:2]1[CH:7]=[CH:6][CH:5]=[CH:4][CH:3]=1.[NH:21]([C:23](=[O:35])[CH2:24][CH2:25][CH2:26][NH:27][C:28](=[O:34])[O:29][C:30]([CH3:33])([CH3:32])[CH3:31])[NH2:22].CN(C(ON1N=NC2C=CC=NC1=2)=[N+](C)C)C.F[P-](F)(F)(F)(F)F.CCN(C(C)C)C(C)C. The yield is 0.930. The catalyst is C(Cl)Cl. The product is [CH2:1]([O:8][N:9]1[C:15](=[O:16])[N:14]2[CH2:17][C@H:10]1[CH2:11][CH2:12][C@H:13]2[C:18]([NH:22][NH:21][C:23](=[O:35])[CH2:24][CH2:25][CH2:26][NH:27][C:28](=[O:34])[O:29][C:30]([CH3:31])([CH3:33])[CH3:32])=[O:20])[C:2]1[CH:3]=[CH:4][CH:5]=[CH:6][CH:7]=1. (6) The reactants are [C:1]([C:4]1[CH:5]=[C:6]([CH:11]=[C:12]([C:14](=[O:22])[N:15]([CH2:19][CH2:20][CH3:21])[CH2:16][CH2:17][CH3:18])[CH:13]=1)[C:7]([O:9]C)=[O:8])(=[O:3])[CH3:2].CO.O.[Li+].[OH-]. The catalyst is C1COCC1. The product is [C:1]([C:4]1[CH:5]=[C:6]([CH:11]=[C:12]([C:14](=[O:22])[N:15]([CH2:19][CH2:20][CH3:21])[CH2:16][CH2:17][CH3:18])[CH:13]=1)[C:7]([OH:9])=[O:8])(=[O:3])[CH3:2]. The yield is 0.972. (7) The reactants are [CH3:1][O:2][CH2:3][CH2:4][CH2:5][C:6]1[C:11]2[C:12]([CH3:41])=[C:13]([CH2:15][O:16][C:17]3[CH:22]=[CH:21][C:20]([C:23]4[CH:28]=[CH:27][C:26]([S:29]([NH:32][C@H:33]([C:37]([O:39]C)=[O:38])[CH:34]([CH3:36])[CH3:35])(=[O:31])=[O:30])=[CH:25][CH:24]=4)=[CH:19][CH:18]=3)[O:14][C:10]=2[CH:9]=[CH:8][CH:7]=1.[OH-].[Li+].Cl.C(OCC)(=O)C. The catalyst is O1CCCC1.CO.O. The product is [CH3:1][O:2][CH2:3][CH2:4][CH2:5][C:6]1[C:11]2[C:12]([CH3:41])=[C:13]([CH2:15][O:16][C:17]3[CH:22]=[CH:21][C:20]([C:23]4[CH:28]=[CH:27][C:26]([S:29]([NH:32][C@H:33]([C:37]([OH:39])=[O:38])[CH:34]([CH3:36])[CH3:35])(=[O:31])=[O:30])=[CH:25][CH:24]=4)=[CH:19][CH:18]=3)[O:14][C:10]=2[CH:9]=[CH:8][CH:7]=1. The yield is 0.910. (8) The reactants are Br[C:2]1[CH:7]=[CH:6][C:5]([S:8]([NH:11][C:12]2[CH:17]=[CH:16][C:15]([C@@H:18]3[CH2:24][C@@H:23]4[C@H:19]3[CH2:20][N:21]([CH2:25][CH2:26][CH3:27])[CH2:22]4)=[CH:14][CH:13]=2)(=[O:10])=[O:9])=[CH:4][CH:3]=1.C([Sn](CCCC)(CCCC)[C:33]1[O:34][CH:35]=[CH:36][CH:37]=1)CCC. The catalyst is O1CCCC1. The product is [CH2:25]([N:21]1[CH2:20][C@@H:19]2[C@@H:23]([CH2:24][C@H:18]2[C:15]2[CH:16]=[CH:17][C:12]([NH:11][S:8]([C:5]3[CH:6]=[CH:7][C:2]([C:33]4[O:34][CH:35]=[CH:36][CH:37]=4)=[CH:3][CH:4]=3)(=[O:10])=[O:9])=[CH:13][CH:14]=2)[CH2:22]1)[CH2:26][CH3:27]. The yield is 0.0900.